From a dataset of Full USPTO retrosynthesis dataset with 1.9M reactions from patents (1976-2016). Predict the reactants needed to synthesize the given product. (1) The reactants are: F[C:2]1[CH:10]=[N:9][CH:8]=[CH:7][C:3]=1[C:4]([OH:6])=[O:5].C[Si]([N-][Si](C)(C)C)(C)C.[Li+].[Cl:21][C:22]1[CH:28]=[C:27]([I:29])[CH:26]=[CH:25][C:23]=1[NH2:24]. Given the product [Cl:21][C:22]1[CH:28]=[C:27]([I:29])[CH:26]=[CH:25][C:23]=1[NH:24][C:2]1[CH:10]=[N:9][CH:8]=[CH:7][C:3]=1[C:4]([OH:6])=[O:5], predict the reactants needed to synthesize it. (2) Given the product [NH:28]1[C:29]2[C:25](=[CH:24][C:23]([NH:22][C:2]3[C:11]4[C:6](=[CH:7][C:8]([O:20][CH3:21])=[CH:9][C:10]=4[O:12][CH:13]4[CH2:18][CH2:17][N:16]([CH3:19])[CH2:15][CH2:14]4)[N:5]=[CH:4][N:3]=3)=[CH:31][CH:30]=2)[CH:26]=[N:27]1, predict the reactants needed to synthesize it. The reactants are: Cl[C:2]1[C:11]2[C:6](=[CH:7][C:8]([O:20][CH3:21])=[CH:9][C:10]=2[O:12][CH:13]2[CH2:18][CH2:17][N:16]([CH3:19])[CH2:15][CH2:14]2)[N:5]=[CH:4][N:3]=1.[NH2:22][C:23]1[CH:24]=[C:25]2[C:29](=[CH:30][CH:31]=1)[NH:28][N:27]=[CH:26]2. (3) Given the product [CH2:1]1[O:11][C:10]2[CH:9]=[CH:8][C:5]([CH:6]([OH:7])[CH2:13][CH2:14][CH3:15])=[CH:4][C:3]=2[O:2]1, predict the reactants needed to synthesize it. The reactants are: [CH2:1]1[O:11][C:10]2[CH:9]=[CH:8][C:5]([CH:6]=[O:7])=[CH:4][C:3]=2[O:2]1.Br[CH2:13][CH2:14][CH3:15]. (4) Given the product [I:1][C:2]1[CH:3]=[C:4]([C:8]2[NH:43][C:33]3[C:34]([C:9]=2[CH2:10][CH2:11][CH2:12][N:13]2[CH2:18][CH2:17][CH:16]([C:19]4[CH:20]=[C:21]([NH:25][C:26](=[O:30])[CH:27]([CH3:29])[CH3:28])[CH:22]=[CH:23][CH:24]=4)[CH2:15][CH2:14]2)=[CH:35][CH:36]=[C:37]2[CH:38]=[CH:39][CH:40]=[CH:41][C:42]=32)[CH:5]=[CH:6][CH:7]=1, predict the reactants needed to synthesize it. The reactants are: [I:1][C:2]1[CH:3]=[C:4]([C:8](=O)[CH2:9][CH2:10][CH2:11][CH2:12][N:13]2[CH2:18][CH2:17][CH:16]([C:19]3[CH:20]=[C:21]([NH:25][C:26](=[O:30])[CH:27]([CH3:29])[CH3:28])[CH:22]=[CH:23][CH:24]=3)[CH2:15][CH2:14]2)[CH:5]=[CH:6][CH:7]=1.Cl.[C:33]1([NH:43]N)[C:42]2[C:37](=[CH:38][CH:39]=[CH:40][CH:41]=2)[CH:36]=[CH:35][CH:34]=1. (5) The reactants are: [CH3:1][O:2][C:3](=[O:26])[CH2:4][C@H:5]1[C:9]2[CH:10]=[CH:11][C:12]([O:14][C@H:15]3[C:23]4[C:18](=[C:19]([OH:25])[CH:20]=[CH:21][C:22]=4[F:24])[CH2:17][CH2:16]3)=[CH:13][C:8]=2[O:7][CH2:6]1.[N:27]1([C:32]2[CH:37]=[CH:36][C:35](B(O)O)=[CH:34][CH:33]=2)[CH:31]=[CH:30][N:29]=[CH:28]1. Given the product [CH3:1][O:2][C:3](=[O:26])[CH2:4][C@H:5]1[C:9]2[CH:10]=[CH:11][C:12]([O:14][C@H:15]3[C:23]4[C:18](=[C:19]([O:25][C:35]5[CH:36]=[CH:37][C:32]([N:27]6[CH:31]=[CH:30][N:29]=[CH:28]6)=[CH:33][CH:34]=5)[CH:20]=[CH:21][C:22]=4[F:24])[CH2:17][CH2:16]3)=[CH:13][C:8]=2[O:7][CH2:6]1, predict the reactants needed to synthesize it. (6) Given the product [Br:1][C:2]1[C:3]([C:13]2[CH:18]=[CH:17][CH:16]=[CH:15][CH:14]=2)=[CH:4][C:5]2[N:10]([CH3:19])[C:9](=[O:11])[CH2:8][O:7][C:6]=2[N:12]=1, predict the reactants needed to synthesize it. The reactants are: [Br:1][C:2]1[C:3]([C:13]2[CH:18]=[CH:17][CH:16]=[CH:15][CH:14]=2)=[CH:4][C:5]2[NH:10][C:9](=[O:11])[CH2:8][O:7][C:6]=2[N:12]=1.[C:19](=O)([O-])[O-].[K+].[K+].IC.